Predict which catalyst facilitates the given reaction. From a dataset of Catalyst prediction with 721,799 reactions and 888 catalyst types from USPTO. (1) Reactant: [F:1][C:2]1[CH:7]=[CH:6][C:5]([F:8])=[CH:4][C:3]=1[C:9]1[CH2:13][N:12]([C:14]([O:16][C:17]([CH3:20])([CH3:19])C)=[O:15])[CH:11]([C:21]2[CH:26]=[CH:25][CH:24]=[CH:23][CH:22]=2)[CH:10]=1.FC(F)(F)C(O)=O.ClC(OC1C=[CH:42][C:41]([N+:44]([O-:46])=[O:45])=[CH:40]C=1)=O. Product: [F:1][C:2]1[CH:7]=[CH:6][C:5]([F:8])=[CH:4][C:3]=1[C:9]1[CH2:13][N:12]([C:14]([O:16][C:17]2[CH:20]=[CH:42][C:41]([N+:44]([O-:46])=[O:45])=[CH:40][CH:19]=2)=[O:15])[CH:11]([C:21]2[CH:26]=[CH:25][CH:24]=[CH:23][CH:22]=2)[CH:10]=1. The catalyst class is: 2. (2) Reactant: Br[C:2]1[CH:3]=[N:4][C:5]([Cl:8])=[N:6][CH:7]=1.[F:9][C:10]([F:21])([F:20])[C:11]1[CH:16]=[CH:15][CH:14]=[CH:13][C:12]=1B(O)O.C([O-])([O-])=O.[Cs+].[Cs+]. Product: [Cl:8][C:5]1[N:4]=[CH:3][C:2]([C:12]2[CH:13]=[CH:14][CH:15]=[CH:16][C:11]=2[C:10]([F:21])([F:20])[F:9])=[CH:7][N:6]=1. The catalyst class is: 70. (3) Reactant: [CH2:1]([NH:3][C:4]([N:6]1[C:15]2[C:10](=[CH:11][CH:12]=[CH:13][CH:14]=2)[CH2:9][CH2:8][CH:7]1[CH2:16][N:17]1[CH2:22][CH2:21][N:20]([C:23]2[CH:31]=[CH:30][CH:29]=[C:28]3[C:24]=2[CH:25]=[CH:26][NH:27]3)[CH2:19][CH2:18]1)=[O:5])[CH3:2].[C:32]1(N=C=O)[CH:37]=CC=[CH:34][CH:33]=1. Product: [NH:27]1[C:28]2[C:24](=[C:23]([N:20]3[CH2:19][CH2:18][N:17]([CH2:16][CH:7]4[CH2:8][CH2:9][C:10]5[C:15](=[CH:14][CH:13]=[CH:12][CH:11]=5)[N:6]4[C:4]([NH:3][C:1]4[CH:34]=[CH:33][CH:32]=[CH:37][CH:2]=4)=[O:5])[CH2:22][CH2:21]3)[CH:31]=[CH:30][CH:29]=2)[CH:25]=[CH:26]1. The catalyst class is: 11. (4) Reactant: [CH3:1][O:2][CH2:3][C@H:4]([O:6][C:7]1[CH:16]=[C:15]2[C:10]([CH:11]=[CH:12][C:13]([CH3:17])=[N:14]2)=[CH:9][CH:8]=1)[CH3:5].[Se](=O)=[O:19]. Product: [CH3:1][O:2][CH2:3][C@H:4]([O:6][C:7]1[CH:16]=[C:15]2[C:10]([CH:11]=[CH:12][C:13]([CH:17]=[O:19])=[N:14]2)=[CH:9][CH:8]=1)[CH3:5]. The catalyst class is: 38. (5) Reactant: [C:1]([O:5][C:6]([N:8]([C:13]1[C:21]2[C:16](=[CH:17][CH:18]=[CH:19][CH:20]=2)[N:15]([CH2:22][C:23]([O:25]CC)=[O:24])[CH:14]=1)[S:9]([CH3:12])(=[O:11])=[O:10])=[O:7])([CH3:4])([CH3:3])[CH3:2].[Li+].[OH-].Cl. Product: [C:1]([O:5][C:6]([N:8]([C:13]1[C:21]2[C:16](=[CH:17][CH:18]=[CH:19][CH:20]=2)[N:15]([CH2:22][C:23]([OH:25])=[O:24])[CH:14]=1)[S:9]([CH3:12])(=[O:11])=[O:10])=[O:7])([CH3:4])([CH3:2])[CH3:3]. The catalyst class is: 299.